From a dataset of Full USPTO retrosynthesis dataset with 1.9M reactions from patents (1976-2016). Predict the reactants needed to synthesize the given product. (1) Given the product [C:18](=[O:19])([O:17][C:12]1[CH:13]=[CH:14][CH:15]=[CH:16][N:11]=1)[O:10][C:6]1([CH:3]([CH3:5])[CH3:4])[CH2:9][O:8][CH2:7]1, predict the reactants needed to synthesize it. The reactants are: [H-].[Na+].[CH:3]([C:6]1([OH:10])[CH2:9][O:8][CH2:7]1)([CH3:5])[CH3:4].[N:11]1[CH:16]=[CH:15][CH:14]=[CH:13][C:12]=1[O:17][C:18](=O)[O:19]C1C=CC=CN=1. (2) Given the product [CH3:36][S:37]([C:40]1[CH:41]=[CH:42][C:43]([C@H:46]([C:12]2[CH:11]=[C:10]([F:9])[CH:15]=[C:14]([F:16])[CH:13]=2)[CH2:47][C:48]([N:50]2[C@H:54]([C:55]3[CH:60]=[CH:59][CH:58]=[CH:57][CH:56]=3)[C@H:53]([CH3:61])[N:52]([CH3:62])[C:51]2=[O:63])=[O:49])=[CH:44][CH:45]=1)(=[O:38])=[O:39], predict the reactants needed to synthesize it. The reactants are: CN(C)CCN(C)C.[F:9][C:10]1[CH:11]=[C:12]([Mg]Br)[CH:13]=[C:14]([F:16])[CH:15]=1.[O-]S(C(F)(F)F)(=O)=O.C([B+]CCCC)CCC.[CH3:36][S:37]([C:40]1[CH:45]=[CH:44][C:43](/[CH:46]=[CH:47]/[C:48]([N:50]2[C@H:54]([C:55]3[CH:60]=[CH:59][CH:58]=[CH:57][CH:56]=3)[C@H:53]([CH3:61])[N:52]([CH3:62])[C:51]2=[O:63])=[O:49])=[CH:42][CH:41]=1)(=[O:39])=[O:38]. (3) Given the product [OH:16][C:15]1[C:14]2[C:9](=[CH:10][C:11]([O:17][C:18]3[CH:23]=[CH:22][CH:21]=[CH:20][CH:19]=3)=[CH:12][CH:13]=2)[O:8][C:7](=[O:24])[C:6]=1[C:4]([NH:25][CH2:26][C:27]([OH:29])=[O:28])=[O:5], predict the reactants needed to synthesize it. The reactants are: C(O[C:4]([C:6]1[C:7](=[O:24])[O:8][C:9]2[C:14]([C:15]=1[OH:16])=[CH:13][CH:12]=[C:11]([O:17][C:18]1[CH:23]=[CH:22][CH:21]=[CH:20][CH:19]=1)[CH:10]=2)=[O:5])C.[NH2:25][CH2:26][C:27]([O-:29])=[O:28].[Na+]. (4) Given the product [CH3:1][S:2]([C:5]1[CH:6]=[CH:7][C:8]([N:15]2[CH2:20][CH2:19][O:18][CH2:17][CH2:16]2)=[C:9]([CH:14]=1)[CH2:10][OH:11])(=[O:3])=[O:4], predict the reactants needed to synthesize it. The reactants are: [CH3:1][S:2]([C:5]1[CH:6]=[CH:7][C:8]([N:15]2[CH2:20][CH2:19][O:18][CH2:17][CH2:16]2)=[C:9]([CH:14]=1)[C:10](OC)=[O:11])(=[O:4])=[O:3].[H-].[Al+3].[Li+].[H-].[H-].[H-].Cl.